This data is from Reaction yield outcomes from USPTO patents with 853,638 reactions. The task is: Predict the reaction yield, written as a fraction of the theoretical maximum amount of product (1.0 means a 100% yield; for example, 0.34 means a 34% yield). (1) The reactants are [CH:1]([C:3]1[CH:12]=[CH:11][C:6]([C:7]([O:9][CH3:10])=[O:8])=[CH:5][CH:4]=1)=O.[CH:13]1([C:19]2[CH:25]=[CH:24][C:22]([NH2:23])=[CH:21][CH:20]=2)[CH2:18][CH2:17][CH2:16][CH2:15][CH2:14]1. The catalyst is CO. The product is [CH3:10][O:9][C:7](=[O:8])[C:6]1[CH:11]=[CH:12][C:3]([CH:1]=[N:23][C:22]2[CH:24]=[CH:25][C:19]([CH:13]3[CH2:18][CH2:17][CH2:16][CH2:15][CH2:14]3)=[CH:20][CH:21]=2)=[CH:4][CH:5]=1. The yield is 0.990. (2) The reactants are [F:1][C:2]1[CH:3]=[CH:4][C:5]2[S:14][C:8]3[C:9](=[O:13])[NH:10][CH2:11][CH2:12][C:7]=3[C:6]=2[CH:15]=1.I[C:17]1[CH:18]=[N:19][CH:20]=[CH:21][C:22]=1[CH3:23].[O-]P([O-])([O-])=O.[K+].[K+].[K+].CN[C@@H]1CCCC[C@H]1NC. The catalyst is [Cu]I.O1CCOCC1. The product is [F:1][C:2]1[CH:3]=[CH:4][C:5]2[S:14][C:8]3[C:9](=[O:13])[N:10]([C:17]4[CH:18]=[N:19][CH:20]=[CH:21][C:22]=4[CH3:23])[CH2:11][CH2:12][C:7]=3[C:6]=2[CH:15]=1. The yield is 0.378.